This data is from Full USPTO retrosynthesis dataset with 1.9M reactions from patents (1976-2016). The task is: Predict the reactants needed to synthesize the given product. (1) Given the product [Br:19][C:20]1[CH:21]=[C:22]([CH:26]2[CH2:35][CH2:34][C:33]3[C:28](=[CH:29][CH:30]=[C:31]([OH:37])[CH:32]=3)[O:27]2)[CH:23]=[CH:24][CH:25]=1, predict the reactants needed to synthesize it. The reactants are: FC1C=C(C2CCC3C(=CC=C(O)C=3)O2)C=CC=1.[Br:19][C:20]1[CH:21]=[C:22]([CH:26]2[CH2:35][CH:34](O)[C:33]3[C:28](=[CH:29][CH:30]=[C:31]([OH:37])[CH:32]=3)[O:27]2)[CH:23]=[CH:24][CH:25]=1. (2) Given the product [Br:1][C:2]1[CH:10]=[CH:9][C:5]([C:6]([O:8][CH3:19])=[O:7])=[C:4]([C:11]([F:12])([F:13])[F:14])[CH:3]=1, predict the reactants needed to synthesize it. The reactants are: [Br:1][C:2]1[CH:10]=[CH:9][C:5]([C:6]([OH:8])=[O:7])=[C:4]([C:11]([F:14])([F:13])[F:12])[CH:3]=1.S(Cl)(Cl)=O.[CH3:19]O. (3) Given the product [C:1]([O:5][C:6]1[CH:11]=[N:10][CH:9]=[C:8]([CH2:12][CH2:13][N:22]2[CH2:21][CH2:20][CH:19]([CH2:18][O:17][C:16]3[CH:25]=[CH:26][CH:27]=[CH:28][C:15]=3[F:14])[CH2:24][CH2:23]2)[N:7]=1)([CH3:4])([CH3:3])[CH3:2], predict the reactants needed to synthesize it. The reactants are: [C:1]([O:5][C:6]1[CH:11]=[N:10][CH:9]=[C:8]([CH:12]=[CH2:13])[N:7]=1)([CH3:4])([CH3:3])[CH3:2].[F:14][C:15]1[CH:28]=[CH:27][CH:26]=[CH:25][C:16]=1[O:17][CH2:18][CH:19]1[CH2:24][CH2:23][NH:22][CH2:21][CH2:20]1. (4) Given the product [N:63]1[C:60]2[CH:61]=[CH:62][N:57]=[CH:58][C:59]=2[NH:64][C:12]=1[C@H:11]([NH:10][C:8](=[O:9])[O:7][C:3]([CH3:6])([CH3:5])[CH3:4])[CH2:15][C:16]1[CH:21]=[CH:20][C:19]([O:22][CH3:23])=[CH:18][CH:17]=1, predict the reactants needed to synthesize it. The reactants are: N#N.[C:3]([O:7][C:8]([NH:10][C@H:11]([CH2:15][C:16]1[CH:21]=[CH:20][C:19]([O:22][CH3:23])=[CH:18][CH:17]=1)[C:12](O)=O)=[O:9])([CH3:6])([CH3:5])[CH3:4].CCN(C(C)C)C(C)C.CN(C(ON1N=NC2C=CC=NC1=2)=[N+](C)C)C.F[P-](F)(F)(F)(F)F.[N:57]1[CH:62]=[CH:61][C:60]([NH2:63])=[C:59]([NH2:64])[CH:58]=1. (5) Given the product [OH:20][CH2:19][CH2:18][CH2:17][C:13]1[C:12](=[O:26])[NH:11][N:10]([CH2:9][C:6]2[CH:5]=[CH:4][C:3]([O:2][CH3:1])=[CH:8][CH:7]=2)[C:15](=[O:16])[CH:14]=1, predict the reactants needed to synthesize it. The reactants are: [CH3:1][O:2][C:3]1[CH:8]=[CH:7][C:6]([CH2:9][N:10]2[C:15](=[O:16])[CH:14]=[C:13]([CH2:17][CH2:18][C:19](OCCCC)=[O:20])[C:12](=[O:26])[NH:11]2)=[CH:5][CH:4]=1.[H-].[Al+3].[Li+].[H-].[H-].[H-].Cl.